Dataset: Catalyst prediction with 721,799 reactions and 888 catalyst types from USPTO. Task: Predict which catalyst facilitates the given reaction. Reactant: [Br:1][C:2]1[CH:3]=[C:4]([C:8]2[O:9][C:10]([CH3:17])=[C:11]([CH2:13][C:14](O)=[O:15])[N:12]=2)[CH:5]=[CH:6][CH:7]=1. Product: [Br:1][C:2]1[CH:3]=[C:4]([C:8]2[O:9][C:10]([CH3:17])=[C:11]([CH2:13][CH2:14][OH:15])[N:12]=2)[CH:5]=[CH:6][CH:7]=1. The catalyst class is: 1.